Dataset: Full USPTO retrosynthesis dataset with 1.9M reactions from patents (1976-2016). Task: Predict the reactants needed to synthesize the given product. (1) Given the product [C:1]([O:5][C:6]([C@@H:8]([CH2:13][C:16]1[CH:21]=[CH:20][N:19]=[C:18]([C:22]([F:25])([F:24])[F:23])[CH:17]=1)[C:9]([O:11][CH3:12])=[O:10])=[O:7])([CH3:4])([CH3:3])[CH3:2], predict the reactants needed to synthesize it. The reactants are: [C:1]([O:5][C:6]([C@H:8]([CH2:13]I)[C:9]([O:11][CH3:12])=[O:10])=[O:7])([CH3:4])([CH3:3])[CH3:2].I[C:16]1[CH:21]=[CH:20][N:19]=[C:18]([C:22]([F:25])([F:24])[F:23])[CH:17]=1. (2) Given the product [OH:20][C@H:17]1[CH2:18][CH2:19][N:15]([C:2]2[CH:14]=[CH:13][C:5]([C:6]([O:8][C:9]([CH3:12])([CH3:11])[CH3:10])=[O:7])=[CH:4][CH:3]=2)[CH2:16]1, predict the reactants needed to synthesize it. The reactants are: F[C:2]1[CH:14]=[CH:13][C:5]([C:6]([O:8][C:9]([CH3:12])([CH3:11])[CH3:10])=[O:7])=[CH:4][CH:3]=1.[NH:15]1[CH2:19][CH2:18][C@H:17]([OH:20])[CH2:16]1.C(=O)([O-])[O-].[K+].[K+]. (3) Given the product [CH2:17]([N:19]1[C:24]2[CH:25]=[C:26]([OH:29])[C:27]([N:16]=[N:15][C:12]3[CH:11]=[CH:10][C:9]([N+:6]([O-:8])=[O:7])=[CH:14][CH:13]=3)=[CH:28][C:23]=2[O:22][CH2:21][CH2:20]1)[CH3:18], predict the reactants needed to synthesize it. The reactants are: F[B-](F)(F)F.[N+:6]([C:9]1[CH:14]=[CH:13][C:12]([N+:15]#[N:16])=[CH:11][CH:10]=1)([O-:8])=[O:7].[CH2:17]([N:19]1[C:24]2[CH:25]=[C:26]([OH:29])[CH:27]=[CH:28][C:23]=2[O:22][CH2:21][CH2:20]1)[CH3:18].N. (4) Given the product [CH3:34][C:4](=[CH2:3])[C:5]#[C:6][C@@H:7]([N:13]1[CH2:18][CH2:17][C@@H:16]([CH2:19][C:20]([OH:22])=[O:21])[CH2:15][C@H:14]1[C:24]1[CH:25]=[CH:26][C:27]([C:30]([F:31])([F:32])[F:33])=[CH:28][CH:29]=1)[CH2:8][CH2:9][CH:10]([CH3:12])[CH3:11], predict the reactants needed to synthesize it. The reactants are: [Li+].[OH-].[CH3:3][C:4](=[CH2:34])[C:5]#[C:6][C@@H:7]([N:13]1[CH2:18][CH2:17][C@@H:16]([CH2:19][C:20]([O:22]C)=[O:21])[CH2:15][C@H:14]1[C:24]1[CH:29]=[CH:28][C:27]([C:30]([F:33])([F:32])[F:31])=[CH:26][CH:25]=1)[CH2:8][CH2:9][CH:10]([CH3:12])[CH3:11].Cl. (5) Given the product [Cl:18][C:19]1[CH:24]=[CH:23][C:22]([C:2]2[C:7]([O:17][CH2:16][CH:12]3[CH2:15][CH2:14][CH2:13]3)=[N:6][CH:5]=[C:4]([CH:3]=2)[C:9]([NH:29][C@@H:30]2[CH2:35][CH2:34][CH2:33][CH2:32][C@H:31]2[OH:36])=[O:11])=[CH:21][CH:20]=1, predict the reactants needed to synthesize it. The reactants are: Br[C:2]1[CH:3]=[C:4]([C:9]([OH:11])=O)[CH:5]=[N:6][C:7]=1Cl.[CH:12]1([CH2:16][OH:17])[CH2:15][CH2:14][CH2:13]1.[Cl:18][C:19]1[CH:24]=[CH:23][C:22](B(O)O)=[CH:21][CH:20]=1.Cl.[NH2:29][C@@H:30]1[CH2:35][CH2:34][CH2:33][CH2:32][C@H:31]1[OH:36]. (6) Given the product [ClH:1].[Cl:1][C:2]1[CH:3]=[C:4]([NH:9][C:10]([CH:12]2[CH2:13][CH2:14][NH:15][CH2:16][CH2:17]2)=[O:11])[CH:5]=[CH:6][C:7]=1[Cl:8], predict the reactants needed to synthesize it. The reactants are: [Cl:1][C:2]1[CH:3]=[C:4]([NH:9][C:10]([CH:12]2[CH2:17][CH2:16][N:15](C(OC(C)(C)C)=O)[CH2:14][CH2:13]2)=[O:11])[CH:5]=[CH:6][C:7]=1[Cl:8].Cl. (7) Given the product [Si:52]([O:51][CH:50]([C:59]1[CH:68]=[CH:67][C:66]([OH:69])=[C:65]2[C:60]=1[CH:61]=[CH:62][C:63](=[O:70])[NH:64]2)[CH2:49][NH:48][CH2:38][CH2:37][N:34]1[CH2:35][CH2:36][N:31]([C:29]([C:28]2[CH:27]=[C:26]([S:23]([C:10]3[CH:11]=[C:12]4[C:7](=[C:8]([CH3:47])[CH:9]=3)[N:6]=[CH:5][C:4]([C:1]([NH2:2])=[O:3])=[C:13]4[NH:14][C:15]3[CH:20]=[CH:19][CH:18]=[C:17]([O:21][CH3:22])[CH:16]=3)(=[O:25])=[O:24])[CH:46]=[CH:45][CH:44]=2)=[O:30])[CH2:32][CH2:33]1)([C:55]([CH3:58])([CH3:57])[CH3:56])([CH3:54])[CH3:53], predict the reactants needed to synthesize it. The reactants are: [C:1]([C:4]1[CH:5]=[N:6][C:7]2[C:12]([C:13]=1[NH:14][C:15]1[CH:20]=[CH:19][CH:18]=[C:17]([O:21][CH3:22])[CH:16]=1)=[CH:11][C:10]([S:23]([C:26]1[CH:27]=[C:28]([CH:44]=[CH:45][CH:46]=1)[C:29]([N:31]1[CH2:36][CH2:35][N:34]([CH2:37][CH2:38]OS(C)(=O)=O)[CH2:33][CH2:32]1)=[O:30])(=[O:25])=[O:24])=[CH:9][C:8]=2[CH3:47])(=[O:3])[NH2:2].[NH2:48][CH2:49][C@@H:50]([C:59]1[CH:68]=[CH:67][C:66]([OH:69])=[C:65]2[C:60]=1[CH:61]=[CH:62][C:63](=[O:70])[NH:64]2)[O:51][Si:52]([C:55]([CH3:58])([CH3:57])[CH3:56])([CH3:54])[CH3:53].CCN(C(C)C)C(C)C.O. (8) Given the product [O:3]1[C:27]2[CH:26]=[CH:25][C:22]([CH:23]([O:16][C:15]([C:8]3[S:7][C:11]([C:12]([OH:14])=[O:13])=[CH:10][CH:9]=3)=[O:17])[C:22]3[CH:25]=[CH:26][C:27]4[O:28][CH2:18][O:19][C:20]=4[CH:21]=3)=[CH:21][C:20]=2[O:4][CH2:1]1, predict the reactants needed to synthesize it. The reactants are: [C:1](=[O:4])([O-:3])[O-].[Cs+].[Cs+].[S:7]1[C:11]([C:12]([OH:14])=[O:13])=[CH:10][CH:9]=[C:8]1[C:15]([OH:17])=[O:16].[CH2:18]1[O:28][C:27]2[CH:26]=[CH:25][C:22]([CH2:23]Cl)=[CH:21][C:20]=2[O:19]1.ClCCl.Cl. (9) Given the product [Br-:1].[S:10]1[CH:14]=[C:13]([CH:15]([NH:27][C:28]2[CH:33]=[CH:32][CH:31]=[CH:30][CH:29]=2)[C:16]([O:18][C@@H:19]2[CH:24]3[CH2:25][CH2:26][N+:21]([CH2:2][C:3](=[O:4])[C:5]4[CH:9]=[CH:8][S:7][CH:6]=4)([CH2:22][CH2:23]3)[CH2:20]2)=[O:17])[C:12]2[CH:34]=[CH:35][CH:36]=[CH:37][C:11]1=2, predict the reactants needed to synthesize it. The reactants are: [Br:1][CH2:2][C:3]([C:5]1[CH:9]=[CH:8][S:7][CH:6]=1)=[O:4].[S:10]1[CH:14]=[C:13]([CH:15]([NH:27][C:28]2[CH:33]=[CH:32][CH:31]=[CH:30][CH:29]=2)[C:16]([O:18][C@@H:19]2[CH:24]3[CH2:25][CH2:26][N:21]([CH2:22][CH2:23]3)[CH2:20]2)=[O:17])[C:12]2[CH:34]=[CH:35][CH:36]=[CH:37][C:11]1=2. (10) Given the product [CH3:13][C:10]1[CH:11]=[CH:12][C:7]([C:6]2[C:2]([CH3:1])=[N:3][N:4]3[C:22]([C:18]4[CH:19]=[CH:20][CH:21]=[C:16]([F:15])[CH:17]=4)=[CH:23][C:24](=[O:25])[NH:14][C:5]=23)=[CH:8][CH:9]=1, predict the reactants needed to synthesize it. The reactants are: [CH3:1][C:2]1[C:6]([C:7]2[CH:12]=[CH:11][C:10]([CH3:13])=[CH:9][CH:8]=2)=[C:5]([NH2:14])[NH:4][N:3]=1.[F:15][C:16]1[CH:17]=[C:18]([C:22](=O)[CH2:23][C:24](OCC)=[O:25])[CH:19]=[CH:20][CH:21]=1.